From a dataset of Full USPTO retrosynthesis dataset with 1.9M reactions from patents (1976-2016). Predict the reactants needed to synthesize the given product. (1) Given the product [F:31][C:32]([F:43])([F:44])[O:33][C:34]1[CH:35]=[CH:36][C:37]([C:38]2[O:21][N:20]=[C:2]([CH:3]3[CH2:7][C:6]4([CH2:12][CH2:11][N:10]([C:13]([O:15][C:16]([CH3:18])([CH3:17])[CH3:19])=[O:14])[CH2:9][CH2:8]4)[O:5][CH2:4]3)[N:1]=2)=[CH:41][CH:42]=1, predict the reactants needed to synthesize it. The reactants are: [NH2:1][C:2](=[N:20][OH:21])[CH:3]1[CH2:7][C:6]2([CH2:12][CH2:11][N:10]([C:13]([O:15][C:16]([CH3:19])([CH3:18])[CH3:17])=[O:14])[CH2:9][CH2:8]2)[O:5][CH2:4]1.CCN(C(C)C)C(C)C.[F:31][C:32]([F:44])([F:43])[O:33][C:34]1[CH:42]=[CH:41][C:37]([C:38](Cl)=O)=[CH:36][CH:35]=1. (2) Given the product [F:1][C:2]1[CH:3]=[C:4](/[CH:9]=[CH:10]/[C:11]([N:13]2[CH2:19][CH2:18][C:17](=[O:20])[N:16]([CH2:21][CH:22]([OH:23])[CH2:24][N:25]3[CH2:30][CH2:29][CH2:28][CH2:27][CH2:26]3)[CH2:15][CH2:14]2)=[O:12])[CH:5]=[CH:6][C:7]=1[F:8], predict the reactants needed to synthesize it. The reactants are: [F:1][C:2]1[CH:3]=[C:4](/[CH:9]=[CH:10]/[C:11]([N:13]2[CH2:19][CH2:18][C:17](=[O:20])[N:16]([CH2:21][CH:22]3[CH2:24][O:23]3)[CH2:15][CH2:14]2)=[O:12])[CH:5]=[CH:6][C:7]=1[F:8].[NH:25]1[CH2:30][CH2:29][CH2:28][CH2:27][CH2:26]1. (3) Given the product [CH2:17]([O:19][C:20]1[CH:25]=[C:24]([C:2]2[N:3]=[C:4]3[C:10]([C:11](=[O:16])[C:12]([CH3:15])([CH3:14])[CH3:13])=[CH:9][NH:8][C:5]3=[N:6][CH:7]=2)[CH:23]=[C:22]([N:35]2[CH2:39][CH2:38][CH2:37][CH2:36]2)[CH:21]=1)[CH3:18], predict the reactants needed to synthesize it. The reactants are: Br[C:2]1[N:3]=[C:4]2[C:10]([C:11](=[O:16])[C:12]([CH3:15])([CH3:14])[CH3:13])=[CH:9][NH:8][C:5]2=[N:6][CH:7]=1.[CH2:17]([O:19][C:20]1[CH:21]=[C:22]([N:35]2[CH2:39][CH2:38][CH2:37][CH2:36]2)[CH:23]=[C:24](B2OC(C)(C)C(C)(C)O2)[CH:25]=1)[CH3:18].C([O-])([O-])=O.[K+].[K+].O1CCOCC1. (4) Given the product [C:1]([C:4]1[CH:5]=[C:6]([CH:38]=[CH:39][CH:40]=1)[CH2:7][S:8]([NH:11][C@@H:12]([C:16]([NH:18][C@H:19]([C:24]([NH:26][CH2:27][C:28]1[CH:29]=[CH:30][C:31]([C:34]([NH2:37])=[NH:35])=[CH:32][CH:33]=1)=[O:25])[CH2:20][CH:21]([CH3:22])[CH3:23])=[O:17])[CH:13]([CH3:15])[CH3:14])(=[O:9])=[O:10])([OH:3])=[O:2], predict the reactants needed to synthesize it. The reactants are: [C:1]([C:4]1[CH:5]=[C:6]([CH:38]=[CH:39][CH:40]=1)[CH2:7][S:8]([NH:11][C@@H:12]([C:16]([NH:18][C@H:19]([C:24]([NH:26][CH2:27][C:28]1[CH:33]=[CH:32][C:31](/[C:34](/[NH2:37])=[N:35]/O)=[CH:30][CH:29]=1)=[O:25])[CH2:20][CH:21]([CH3:23])[CH3:22])=[O:17])[CH:13]([CH3:15])[CH3:14])(=[O:10])=[O:9])([OH:3])=[O:2].C(OC(=O)C)(=O)C. (5) Given the product [F:6][C:7]([F:9])([F:8])[C:10]1([C:11]([OH:13])=[O:12])[CH2:15][CH:5]2[CH2:1][CH:14]1[CH:3]=[CH:4]2, predict the reactants needed to synthesize it. The reactants are: [CH:1]1[CH2:5][CH:4]=[CH:3]C=1.[F:6][C:7]([C:10](=[CH2:14])[C:11]([OH:13])=[O:12])([F:9])[F:8].[CH3:15]CCCCC. (6) Given the product [CH3:9][O:8][C:6](=[O:7])[C:5]1[CH:4]=[CH:3][C:2]([O:1][CH2:17][CH2:16][CH2:15][N:14]([CH3:19])[CH3:13])=[CH:11][CH:10]=1, predict the reactants needed to synthesize it. The reactants are: [OH:1][C:2]1[CH:11]=[CH:10][C:5]([C:6]([O:8][CH3:9])=[O:7])=[CH:4][CH:3]=1.Cl.[CH3:13][N:14]([CH3:19])[CH2:15][CH2:16][CH2:17]Cl.C(=O)([O-])[O-].[K+].[K+]. (7) The reactants are: Cl.FC1C=C(C=CC=1)CN1C=C(C2C3C(=NC=C(C4C=CC(C5CCNCC5)=CC=4)C=3)N(S(C3C=CC(C)=CC=3)(=O)=O)C=2)C=N1.[F:46][C:47]1[CH:52]=[C:51]([C:53]2[CH:54]=[C:55]3[C:61]([C:62]4[CH:66]=[CH:65][N:64]([CH2:67][CH2:68][C:69]5[CH:74]=[CH:73][CH:72]=[CH:71][CH:70]=5)[N:63]=4)=[CH:60][N:59](S(C4C=CC(C)=CC=4)(=O)=O)[C:56]3=[N:57][CH:58]=2)[CH:50]=[CH:49][C:48]=1[CH:85]1[CH2:90][CH2:89][N:88]([C:91]([O:93][C:94]([CH3:97])([CH3:96])[CH3:95])=[O:92])[CH2:87][CH2:86]1.[OH-].[Na+]. Given the product [F:46][C:47]1[CH:52]=[C:51]([C:53]2[CH:54]=[C:55]3[C:61]([C:62]4[CH:66]=[CH:65][N:64]([CH2:67][CH2:68][C:69]5[CH:74]=[CH:73][CH:72]=[CH:71][CH:70]=5)[N:63]=4)=[CH:60][NH:59][C:56]3=[N:57][CH:58]=2)[CH:50]=[CH:49][C:48]=1[CH:85]1[CH2:90][CH2:89][N:88]([C:91]([O:93][C:94]([CH3:97])([CH3:96])[CH3:95])=[O:92])[CH2:87][CH2:86]1, predict the reactants needed to synthesize it.